This data is from Full USPTO retrosynthesis dataset with 1.9M reactions from patents (1976-2016). The task is: Predict the reactants needed to synthesize the given product. (1) Given the product [CH2:1]([N:8]1[CH2:13][CH2:12][N:11]([CH2:14][CH2:15][C:16]2[N:17]([C:30]3[CH:35]=[CH:34][CH:33]=[CH:32][CH:31]=3)[N:18]=[C:19]3[C:28]=2[C:27]2[CH:26]=[CH:25][CH:24]=[CH:23][C:22]=2[NH:21][C:20]3=[O:37])[CH2:10][CH2:9]1)[C:2]1[CH:7]=[CH:6][CH:5]=[CH:4][CH:3]=1, predict the reactants needed to synthesize it. The reactants are: [CH2:1]([N:8]1[CH2:13][CH2:12][N:11]([CH2:14][CH2:15][C:16]2[N:17]([C:30]3[CH:35]=[CH:34][CH:33]=[CH:32][CH:31]=3)[N:18]=[C:19]3[C:28]=2[C:27]2[CH:26]=[CH:25][CH:24]=[CH:23][C:22]=2[N:21]=[C:20]3Cl)[CH2:10][CH2:9]1)[C:2]1[CH:7]=[CH:6][CH:5]=[CH:4][CH:3]=1.C(=O)([O-])[O-:37].[Na+].[Na+]. (2) Given the product [C:1]([O:5][C:6]([N:8]([C:43]1[CH:44]=[CH:45][C:46]([O:49][CH2:50][CH3:51])=[CH:47][CH:48]=1)[C:9]1[N:14]2[N:15]=[CH:16][CH:17]=[C:13]2[N:12]=[C:11]([NH:18][C@H:19]2[CH2:24][CH2:23][CH2:22][N:21]([C:25]([O:27][C:28]([CH3:29])([CH3:31])[CH3:30])=[O:26])[CH2:20]2)[C:10]=1[CH2:32][CH2:33][CH2:34][OH:35])=[O:7])([CH3:2])([CH3:3])[CH3:4], predict the reactants needed to synthesize it. The reactants are: [C:1]([O:5][C:6]([N:8]([C:43]1[CH:48]=[CH:47][C:46]([O:49][CH2:50][CH3:51])=[CH:45][CH:44]=1)[C:9]1[N:14]2[N:15]=[CH:16][CH:17]=[C:13]2[N:12]=[C:11]([NH:18][C@H:19]2[CH2:24][CH2:23][CH2:22][N:21]([C:25]([O:27][C:28]([CH3:31])([CH3:30])[CH3:29])=[O:26])[CH2:20]2)[C:10]=1[CH2:32][CH2:33][CH2:34][O:35][Si](C(C)(C)C)(C)C)=[O:7])([CH3:4])([CH3:3])[CH3:2].[F-].C([N+](CCCC)(CCCC)CCCC)CCC.